Predict the reactants needed to synthesize the given product. From a dataset of Retrosynthesis with 50K atom-mapped reactions and 10 reaction types from USPTO. (1) Given the product CCOC(=O)c1cc(=O)c2cc(OC)cc(N3CCN(CC)CC3)c2o1, predict the reactants needed to synthesize it. The reactants are: CCN1CCNCC1.CCOC(=O)c1cc(=O)c2cc(OC)cc(Br)c2o1. (2) Given the product CN1Cc2cc(Cl)ccc2-n2c(Br)nnc2C1, predict the reactants needed to synthesize it. The reactants are: C=O.Clc1ccc2c(c1)CNCc1nnc(Br)n1-2. (3) Given the product CCCCC(=O)c1cc(C#N)c(N2CCC(C(=O)NS(=O)(=O)CC3CCCC3)CC2)nc1CN1CCCC1=O, predict the reactants needed to synthesize it. The reactants are: CCCCC(=O)c1cc(C#N)c(N2CCC(C(=O)O)CC2)nc1CN1CCCC1=O.NS(=O)(=O)CC1CCCC1. (4) Given the product CCOC(=O)c1nc2c(s1)C(OC)COc1ccc(Br)cc1-2, predict the reactants needed to synthesize it. The reactants are: CCOC(=O)c1nc2c(s1)C(O)COc1ccc(Br)cc1-2.CI. (5) Given the product CCOC(=O)C1=C(Nc2ccc(OCC(O)CO)cc2C)OC(=Cc2c[nH]c3ncccc23)C1=O, predict the reactants needed to synthesize it. The reactants are: CCOC(=O)C1=C(Nc2ccc(OCC(O)CO)cc2C)OCC1=O.O=Cc1c[nH]c2ncccc12. (6) Given the product Cc1cc2c(cc1C(F)(F)F)N(Cc1cccc(C(=O)O)c1)CCC[C@@H]2N(Cc1cc(C(F)(F)F)cc(C(F)(F)F)c1)c1nnn(C)n1, predict the reactants needed to synthesize it. The reactants are: COC(=O)c1cccc(CN2CCC[C@H](N(Cc3cc(C(F)(F)F)cc(C(F)(F)F)c3)c3nnn(C)n3)c3cc(C)c(C(F)(F)F)cc32)c1. (7) Given the product CCOC(=O)c1ncn2c1[C@@H](C)N(C1CCCC1)c1nc(Nc3ccc(C(=O)O)cc3OC)ncc1-2, predict the reactants needed to synthesize it. The reactants are: CCOC(=O)c1ncn2c1[C@@H](C)N(C1CCCC1)c1nc(Cl)ncc1-2.COc1cc(C(=O)O)ccc1N.